Task: Predict the reactants needed to synthesize the given product.. Dataset: Full USPTO retrosynthesis dataset with 1.9M reactions from patents (1976-2016) The reactants are: Cl.[OH:2][C:3]1[CH:4]=[CH:5][C:6]2[C:10]([C:11]([C:13]3[CH:18]=[CH:17][C:16]([O:19][CH2:20][CH2:21][N:22]4[CH2:27][CH2:26][CH2:25][CH2:24][CH2:23]4)=[CH:15][CH:14]=3)=[O:12])=[C:9]([C:28]3[CH:33]=[CH:32][C:31]([OH:34])=[CH:30][CH:29]=3)[S:8][C:7]=2[CH:35]=1.C(O)(C)C.[OH-].[Na+]. Given the product [OH:2][C:3]1[CH:4]=[CH:5][C:6]2[C:10]([C:11]([C:13]3[CH:14]=[CH:15][C:16]([O:19][CH2:20][CH2:21][N:22]4[CH2:27][CH2:26][CH2:25][CH2:24][CH2:23]4)=[CH:17][CH:18]=3)=[O:12])=[C:9]([C:28]3[CH:29]=[CH:30][C:31]([OH:34])=[CH:32][CH:33]=3)[S:8][C:7]=2[CH:35]=1, predict the reactants needed to synthesize it.